Regression. Given a peptide amino acid sequence and an MHC pseudo amino acid sequence, predict their binding affinity value. This is MHC class II binding data. From a dataset of Peptide-MHC class II binding affinity with 134,281 pairs from IEDB. The peptide sequence is GELQIVDKIDCAFKI. The MHC is DRB1_0404 with pseudo-sequence DRB1_0404. The binding affinity (normalized) is 0.441.